From a dataset of Reaction yield outcomes from USPTO patents with 853,638 reactions. Predict the reaction yield, written as a fraction of the theoretical maximum amount of product (1.0 means a 100% yield; for example, 0.34 means a 34% yield). (1) The reactants are [Br:1][C:2]1[CH:3]=[C:4]([NH:10][C:11]2[N:16]=[CH:15][C:14]([CH:17]3[CH2:20][N:19](C(OC(C)(C)C)=O)[CH2:18]3)=[CH:13][CH:12]=2)[C:5](=[O:9])[N:6]([CH3:8])[CH:7]=1. The catalyst is Cl.O1CCOCC1. The product is [NH:19]1[CH2:20][CH:17]([C:14]2[CH:13]=[CH:12][C:11]([NH:10][C:4]3[C:5](=[O:9])[N:6]([CH3:8])[CH:7]=[C:2]([Br:1])[CH:3]=3)=[N:16][CH:15]=2)[CH2:18]1. The yield is 0.840. (2) The reactants are C1C=C(Cl)C=C(C(OO)=[O:9])C=1.[CH3:12][C:13]1[CH:14]=[CH:15][C:16]([C:19]([OH:21])=[O:20])=[N:17][CH:18]=1. The catalyst is C(Cl)Cl. The product is [CH3:12][C:13]1[CH:18]=[N+:17]([O-:9])[C:16]([C:19]([OH:21])=[O:20])=[CH:15][CH:14]=1. The yield is 0.403. (3) The reactants are [Cl-].O[NH3+:3].[C:4](=[O:7])([O-])[OH:5].[Na+].CS(C)=O.[CH2:13]([C:15]1[N:16]=[C:17]([CH2:48][CH2:49][CH3:50])[N:18]([CH2:32][C:33]2[CH:38]=[CH:37][C:36]([C:39]3[C:40]([C:45]#[N:46])=[CH:41][CH:42]=[CH:43][CH:44]=3)=[CH:35][C:34]=2[F:47])[C:19](=[O:31])[C:20]=1[C:21]1[CH:22]=[N:23][C:24]([O:27][CH:28]([CH3:30])[CH3:29])=[CH:25][CH:26]=1)[CH3:14]. The catalyst is O. The product is [CH2:13]([C:15]1[N:16]=[C:17]([CH2:48][CH2:49][CH3:50])[N:18]([CH2:32][C:33]2[CH:38]=[CH:37][C:36]([C:39]3[CH:44]=[CH:43][CH:42]=[CH:41][C:40]=3[C:45]3[NH:3][C:4](=[O:7])[O:5][N:46]=3)=[CH:35][C:34]=2[F:47])[C:19](=[O:31])[C:20]=1[C:21]1[CH:22]=[N:23][C:24]([O:27][CH:28]([CH3:29])[CH3:30])=[CH:25][CH:26]=1)[CH3:14]. The yield is 0.540. (4) The reactants are [F:1][C:2]1[C:3]2[CH:4]=[CH:5][CH:6]=[N:7][C:8]=2[C:9]2[O:15][CH2:14][CH2:13][O:12][C:10]=2[CH:11]=1.[CH2:16]([I:19])[CH:17]=[CH2:18]. The catalyst is C1(C)C=CC=CC=1. The product is [I-:19].[F:1][C:2]1[C:3]2[CH:4]=[CH:5][CH:6]=[N+:7]([CH2:18][CH:17]=[CH2:16])[C:8]=2[C:9]2[O:15][CH2:14][CH2:13][O:12][C:10]=2[CH:11]=1. The yield is 0.800. (5) The reactants are [C:1]([O:5][C:6]([N:8]1[CH2:12][CH2:11][CH2:10][CH:9]1[C:13]1[NH:14][C:15]([C:18]2[CH:31]=[CH:30][C:29]3[C:28]4[C:23](=[CH:24][C:25](Br)=[CH:26][CH:27]=4)[CH2:22][CH2:21][C:20]=3[CH:19]=2)=[CH:16][N:17]=1)=[O:7])([CH3:4])([CH3:3])[CH3:2].[C:33]([O:37][C:38]([N:40]1[CH:45]([C:46]2[NH:50][C:49]3[CH:51]=[C:52](B4OC(C)(C)C(C)(C)O4)[CH:53]=[CH:54][C:48]=3[N:47]=2)[CH:44]2[CH2:64][CH:41]1[CH2:42][CH2:43]2)=[O:39])([CH3:36])([CH3:35])[CH3:34].C([O-])(O)=O.[Na+]. The catalyst is COCCOC.O. The product is [C:33]([O:37][C:38]([N:40]1[CH:45]([C:46]2[NH:50][C:49]3[CH:51]=[C:52]([C:25]4[CH:26]=[CH:27][C:28]5[C:29]6[C:20](=[CH:19][C:18]([C:15]7[NH:14][C:13]([CH:9]8[CH2:10][CH2:11][CH2:12][N:8]8[C:6]([O:5][C:1]([CH3:2])([CH3:3])[CH3:4])=[O:7])=[N:17][CH:16]=7)=[CH:31][CH:30]=6)[CH2:21][CH2:22][C:23]=5[CH:24]=4)[CH:53]=[CH:54][C:48]=3[N:47]=2)[CH:44]2[CH2:64][CH:41]1[CH2:42][CH2:43]2)=[O:39])([CH3:36])([CH3:34])[CH3:35]. The yield is 0.590.